Dataset: TCR-epitope binding with 47,182 pairs between 192 epitopes and 23,139 TCRs. Task: Binary Classification. Given a T-cell receptor sequence (or CDR3 region) and an epitope sequence, predict whether binding occurs between them. (1) The epitope is EEHVQIHTI. The TCR CDR3 sequence is CASSPEDYHTYEQYF. Result: 1 (the TCR binds to the epitope). (2) The epitope is CINGVCWTV. Result: 1 (the TCR binds to the epitope). The TCR CDR3 sequence is CASSFGRQAYEQYF. (3) The epitope is TSNQVAVLY. The TCR CDR3 sequence is CASSRVTGMNTEAFF. Result: 1 (the TCR binds to the epitope). (4) The epitope is HTTDPSFLGRY. The TCR CDR3 sequence is CASSYEGNTEAFF. Result: 1 (the TCR binds to the epitope). (5) The TCR CDR3 sequence is CSVEEERHDEQYF. The epitope is RQLLFVVEV. Result: 1 (the TCR binds to the epitope). (6) The epitope is GTITVEELK. The TCR CDR3 sequence is CASSQRRGGTDTQYF. Result: 1 (the TCR binds to the epitope). (7) The epitope is AVFDRKSDAK. The TCR CDR3 sequence is CASSLRDGSEAFF. Result: 1 (the TCR binds to the epitope). (8) The epitope is KAYNVTQAF. The TCR CDR3 sequence is CASSEGARGSQPQHF. Result: 0 (the TCR does not bind to the epitope). (9) The TCR CDR3 sequence is CASSLSTGLIGEQFF. The epitope is KLVALGINAV. Result: 0 (the TCR does not bind to the epitope). (10) The epitope is KLVALGINAV. The TCR CDR3 sequence is CASSLVAEYYEQYF. Result: 0 (the TCR does not bind to the epitope).